From a dataset of TCR-epitope binding with 47,182 pairs between 192 epitopes and 23,139 TCRs. Binary Classification. Given a T-cell receptor sequence (or CDR3 region) and an epitope sequence, predict whether binding occurs between them. (1) The epitope is IPRRNVATL. The TCR CDR3 sequence is CASSQFQSPFYGYTF. Result: 0 (the TCR does not bind to the epitope). (2) The epitope is RQLLFVVEV. The TCR CDR3 sequence is CASSPGTPRNTEAFF. Result: 1 (the TCR binds to the epitope). (3) The epitope is GILGFVFTL. The TCR CDR3 sequence is CASSYTGGAGDTQYF. Result: 0 (the TCR does not bind to the epitope).